From a dataset of Catalyst prediction with 721,799 reactions and 888 catalyst types from USPTO. Predict which catalyst facilitates the given reaction. (1) Reactant: [NH:1]1[CH2:5][CH2:4][C:3](=[O:6])[NH:2]1.[F:7][C:8]1[CH:9]=[C:10]([CH:14]=[CH:15][CH:16]=1)[C:11](O)=[O:12].C(N(CC)CC)C.CCCP1(OP(CCC)(=O)OP(CCC)(=O)O1)=O. Product: [F:7][C:8]1[CH:9]=[C:10]([CH:14]=[CH:15][CH:16]=1)[C:11]([N:1]1[CH2:5][CH2:4][C:3](=[O:6])[NH:2]1)=[O:12]. The catalyst class is: 4. (2) Reactant: [NH2:1][C:2]1[N:10]=[CH:9][N:8]=[C:7]2[C:3]=1[N:4]=[CH:5][N:6]2[C@H:11]1[C@@H:15]2[O:16][C:17]([CH3:20])([CH3:19])[O:18][C@@H:14]2[C@@H:13]([CH2:21][N:22]([CH3:27])[CH2:23][CH2:24][CH2:25][NH2:26])[O:12]1.[Cl:28][C:29]1[CH:34]=[C:33]([N:35]=[C:36]=[O:37])[CH:32]=[CH:31][C:30]=1[CH3:38]. Product: [NH2:1][C:2]1[N:10]=[CH:9][N:8]=[C:7]2[C:3]=1[N:4]=[CH:5][N:6]2[C@H:11]1[CH:15]2[C@H:14]([O:18][C:17]([CH3:19])([CH3:20])[O:16]2)[C@@H:13]([CH2:21][N:22]([CH3:27])[CH2:23][CH2:24][CH2:25][NH:26][C:36]([NH:35][C:33]2[CH:32]=[CH:31][C:30]([CH3:38])=[C:29]([Cl:28])[CH:34]=2)=[O:37])[O:12]1. The catalyst class is: 2. (3) The catalyst class is: 290. Reactant: [F:1][C:2]1[CH:7]=[CH:6][C:5]([C:8]2[CH:13]=[C:12]([CH3:14])[N:11]=[CH:10][C:9]=2[N:15]([CH3:29])[C:16](=[O:28])[C:17]2[CH:22]=[C:21]([C:23]([F:26])([F:25])[F:24])[CH:20]=[C:19]([SH:27])[CH:18]=2)=[C:4]([O:30][CH3:31])[CH:3]=1.I[CH:33]1[CH2:36][O:35][CH2:34]1.CCN(C(C)C)C(C)C.[NH4+].[Cl-]. Product: [F:1][C:2]1[CH:7]=[CH:6][C:5]([C:8]2[CH:13]=[C:12]([CH3:14])[N:11]=[CH:10][C:9]=2[N:15]([CH3:29])[C:16](=[O:28])[C:17]2[CH:22]=[C:21]([C:23]([F:26])([F:25])[F:24])[CH:20]=[C:19]([S:27][CH:33]3[CH2:36][O:35][CH2:34]3)[CH:18]=2)=[C:4]([O:30][CH3:31])[CH:3]=1. (4) Reactant: [CH2:1]([N:5]([CH2:21][C:22]1[CH:34]=[CH:33][C:25]([O:26][CH2:27][C:28]([O:30]CC)=[O:29])=[C:24]([CH3:35])[CH:23]=1)[C:6]1[C:11]([CH3:12])=[C:10]([C:13]2[CH:18]=[CH:17][C:16]([O:19][CH3:20])=[CH:15][CH:14]=2)[N:9]=[CH:8][N:7]=1)[CH2:2][CH2:3][CH3:4].[OH-].[Na+]. Product: [CH2:1]([N:5]([CH2:21][C:22]1[CH:34]=[CH:33][C:25]([O:26][CH2:27][C:28]([OH:30])=[O:29])=[C:24]([CH3:35])[CH:23]=1)[C:6]1[C:11]([CH3:12])=[C:10]([C:13]2[CH:14]=[CH:15][C:16]([O:19][CH3:20])=[CH:17][CH:18]=2)[N:9]=[CH:8][N:7]=1)[CH2:2][CH2:3][CH3:4]. The catalyst class is: 111.